Task: Predict the reaction yield, written as a fraction of the theoretical maximum amount of product (1.0 means a 100% yield; for example, 0.34 means a 34% yield).. Dataset: Reaction yield outcomes from USPTO patents with 853,638 reactions (1) The reactants are Cl[C:2]1[CH:3]=[C:4]([N:11]([C:16]2[C:35]([CH:36]3[CH2:38][CH2:37]3)=[CH:34][C:19]3[C:20]([C:30]([NH:32][CH3:33])=[O:31])=[C:21]([C:23]4[CH:28]=[CH:27][C:26]([F:29])=[CH:25][CH:24]=4)[O:22][C:18]=3[CH:17]=2)[S:12]([CH3:15])(=[O:14])=[O:13])[CH:5]=[CH:6][C:7]=1[N+:8]([O-:10])=[O:9].[CH3:39][Al](C)C.C[Al](C)C.C1N2CCN(CC2)C1.CC1(C)C2C(=C(P(C3C=CC=CC=3)C3C=CC=CC=3)C=CC=2)OC2C(P(C3C=CC=CC=3)C3C=CC=CC=3)=CC=CC1=2. The catalyst is O1CCCC1.C1C=CC(/C=C/C(/C=C/C2C=CC=CC=2)=O)=CC=1.C1C=CC(/C=C/C(/C=C/C2C=CC=CC=2)=O)=CC=1.C1C=CC(/C=C/C(/C=C/C2C=CC=CC=2)=O)=CC=1.[Pd].[Pd]. The product is [CH:36]1([C:35]2[C:16]([N:11]([C:4]3[CH:5]=[CH:6][C:7]([N+:8]([O-:10])=[O:9])=[C:2]([CH3:39])[CH:3]=3)[S:12]([CH3:15])(=[O:13])=[O:14])=[CH:17][C:18]3[O:22][C:21]([C:23]4[CH:28]=[CH:27][C:26]([F:29])=[CH:25][CH:24]=4)=[C:20]([C:30]([NH:32][CH3:33])=[O:31])[C:19]=3[CH:34]=2)[CH2:38][CH2:37]1. The yield is 0.820. (2) The reactants are Cl.[I:2][C:3]1[CH:4]=[C:5]2[C:10](=[CH:11][CH:12]=1)[N:9]([CH:13]1[CH2:18][CH2:17][CH2:16][NH:15][CH2:14]1)[CH:8]=[C:7]([C:19]([O:21][CH2:22][CH3:23])=[O:20])[C:6]2=[O:24].C=O.O.[C:28]([BH3-])#N.[Na+]. The catalyst is CO. The product is [I:2][C:3]1[CH:4]=[C:5]2[C:10](=[CH:11][CH:12]=1)[N:9]([CH:13]1[CH2:18][CH2:17][CH2:16][N:15]([CH3:28])[CH2:14]1)[CH:8]=[C:7]([C:19]([O:21][CH2:22][CH3:23])=[O:20])[C:6]2=[O:24]. The yield is 0.810. (3) The yield is 0.750. The catalyst is C1COCC1. The product is [OH:30][CH:29]([C:7]1[N:8]([CH3:13])[CH:4]=[N:5][CH:6]=1)[C:28]1[CH:31]=[CH:32][C:25]([C:23]#[N:24])=[CH:26][CH:27]=1. The reactants are C([Si](CC)(CC)[C:4]1[NH:5][CH:6]=[CH:7][N:8]=1)C.[C:13]([Li])(C)(C)C.CCCCC.[C:23]([C:25]1[CH:32]=[CH:31][C:28]([CH:29]=[O:30])=[CH:27][CH:26]=1)#[N:24]. (4) The reactants are C([O:3][C:4](=[O:20])[C:5]1[CH:17]=[C:16]([CH2:18][OH:19])[CH:15]=[C:7]([C:8]([N:10]([CH3:14])[CH2:11][CH2:12][CH3:13])=[O:9])[CH:6]=1)C.[OH-].[Na+]. The catalyst is C1COCC1. The product is [OH:19][CH2:18][C:16]1[CH:15]=[C:7]([C:8]([N:10]([CH3:14])[CH2:11][CH2:12][CH3:13])=[O:9])[CH:6]=[C:5]([CH:17]=1)[C:4]([OH:20])=[O:3]. The yield is 0.890.